Dataset: Peptide-MHC class II binding affinity with 134,281 pairs from IEDB. Task: Regression. Given a peptide amino acid sequence and an MHC pseudo amino acid sequence, predict their binding affinity value. This is MHC class II binding data. (1) The peptide sequence is EKLKKVLEVYEARLS. The MHC is HLA-DQA10101-DQB10501 with pseudo-sequence HLA-DQA10101-DQB10501. The binding affinity (normalized) is 0.123. (2) The peptide sequence is EAAFNKAIKESTGGA. The MHC is HLA-DQA10102-DQB10602 with pseudo-sequence HLA-DQA10102-DQB10602. The binding affinity (normalized) is 0.386. (3) The peptide sequence is KGDEQKLRSAGELEL. The MHC is DRB1_1302 with pseudo-sequence DRB1_1302. The binding affinity (normalized) is 0.298. (4) The peptide sequence is EGTKVTFHVEKGSNP. The MHC is HLA-DQA10501-DQB10201 with pseudo-sequence HLA-DQA10501-DQB10201. The binding affinity (normalized) is 0. (5) The peptide sequence is DHPGYELENDNQLLY. The MHC is HLA-DQA10501-DQB10201 with pseudo-sequence HLA-DQA10501-DQB10201. The binding affinity (normalized) is 0.509. (6) The peptide sequence is GIAQSASVLSFMDKG. The MHC is HLA-DQA10103-DQB10603 with pseudo-sequence HLA-DQA10103-DQB10603. The binding affinity (normalized) is 0.394. (7) The peptide sequence is RRCKNIPQPVRALLE. The MHC is HLA-DPA10301-DPB10402 with pseudo-sequence HLA-DPA10301-DPB10402. The binding affinity (normalized) is 0.145.